Dataset: Full USPTO retrosynthesis dataset with 1.9M reactions from patents (1976-2016). Task: Predict the reactants needed to synthesize the given product. The reactants are: C(C1C=CC(C(NC2C=CC(C3SC(CCC(O)=O)=NC=3)=CC=2)=O)=CC=1)(C)(C)C.[CH3:30][C:31]([CH3:63])([CH2:37][C:38]1[S:39][C:40]([C:43]2[CH:48]=[CH:47][C:46]([NH:49][C:50](=[O:62])[C:51]3[CH:56]=[CH:55][C:54]([CH2:57][CH2:58][CH2:59][CH2:60][CH3:61])=[CH:53][CH:52]=3)=[CH:45][CH:44]=2)=[CH:41][N:42]=1)[CH2:32][C:33]([O:35]C)=[O:34]. Given the product [CH3:63][C:31]([CH3:30])([CH2:37][C:38]1[S:39][C:40]([C:43]2[CH:48]=[CH:47][C:46]([NH:49][C:50](=[O:62])[C:51]3[CH:56]=[CH:55][C:54]([CH2:57][CH2:58][CH2:59][CH2:60][CH3:61])=[CH:53][CH:52]=3)=[CH:45][CH:44]=2)=[CH:41][N:42]=1)[CH2:32][C:33]([OH:35])=[O:34], predict the reactants needed to synthesize it.